Dataset: Full USPTO retrosynthesis dataset with 1.9M reactions from patents (1976-2016). Task: Predict the reactants needed to synthesize the given product. (1) Given the product [CH2:1]([O:3][C:4]([C:6]1[N:7]([NH2:24])[C:8]([CH3:17])=[C:9]([C:12]([O:14][CH2:15][CH3:16])=[O:13])[C:10]=1[CH3:11])=[O:5])[CH3:2], predict the reactants needed to synthesize it. The reactants are: [CH2:1]([O:3][C:4]([C:6]1[NH:7][C:8]([CH3:17])=[C:9]([C:12]([O:14][CH2:15][CH3:16])=[O:13])[C:10]=1[CH3:11])=[O:5])[CH3:2].C(OC(C1[N:24](N)C(C(OCC)=O)=CC=1)=O)C. (2) Given the product [CH2:13]([O:12][C:10](=[O:11])[C:9]([S:8][C:5]1[CH:6]=[CH:7][C:2]([NH:1][CH2:18][CH2:19][CH2:20][N:21]2[C:26](=[O:27])[C:25]3[N:28]([CH3:34])[N:29]=[C:30]([CH2:31][CH2:32][CH3:33])[C:24]=3[N:23]=[C:22]2[CH3:35])=[CH:3][CH:4]=1)([CH3:15])[CH3:16])[CH3:14], predict the reactants needed to synthesize it. The reactants are: [NH2:1][C:2]1[CH:7]=[CH:6][C:5]([S:8][C:9]([CH3:16])([CH3:15])[C:10]([O:12][CH2:13][CH3:14])=[O:11])=[CH:4][CH:3]=1.Br[CH2:18][CH2:19][CH2:20][N:21]1[C:26](=[O:27])[C:25]2[N:28]([CH3:34])[N:29]=[C:30]([CH2:31][CH2:32][CH3:33])[C:24]=2[N:23]=[C:22]1[CH3:35].C(=O)([O-])[O-].[K+].[K+]. (3) Given the product [Cl:32][C:33]1[CH:38]=[CH:37][C:36]([C:2]2[C:7](=[O:8])[N:6]3[CH:9]=[CH:10][CH:11]=[CH:12][C:5]3=[N:4][C:3]=2[CH:13]([CH3:15])[CH3:14])=[CH:35][CH:34]=1, predict the reactants needed to synthesize it. The reactants are: Br[C:2]1[C:7](=[O:8])[N:6]2[CH:9]=[CH:10][CH:11]=[CH:12][C:5]2=[N:4][C:3]=1[CH:13]([CH3:15])[CH3:14].BrC1C(=O)N2C=CC=CC2=NC=1CCCC.[Cl:32][C:33]1[CH:38]=[CH:37][C:36](B(O)O)=[CH:35][CH:34]=1.COC1C=CC(B(O)O)=CC=1.